From a dataset of Full USPTO retrosynthesis dataset with 1.9M reactions from patents (1976-2016). Predict the reactants needed to synthesize the given product. Given the product [F:1][C:2]([F:43])([F:42])[C:3]1[CH:4]=[C:5]([CH:35]=[C:36]([C:38]([F:41])([F:40])[F:39])[CH:37]=1)[CH2:6][N:7]([CH2:15][C:16]1[C:17]([N:27]([CH2:31][CH:32]2[CH2:34][CH2:33]2)[CH2:28][CH2:29][CH3:30])=[N:18][C:19]2[C:24]([CH:25]=1)=[CH:23][CH:22]=[CH:21][C:20]=2[CH3:26])[C:8]1[N:13]=[CH:12][C:11]([N:72]([CH3:71])[CH2:73][CH2:74][C:75]([O:77][C:78]([CH3:80])([CH3:79])[CH3:81])=[O:76])=[CH:10][N:9]=1, predict the reactants needed to synthesize it. The reactants are: [F:1][C:2]([F:43])([F:42])[C:3]1[CH:4]=[C:5]([CH:35]=[C:36]([C:38]([F:41])([F:40])[F:39])[CH:37]=1)[CH2:6][N:7]([CH2:15][C:16]1[C:17]([N:27]([CH2:31][CH:32]2[CH2:34][CH2:33]2)[CH2:28][CH2:29][CH3:30])=[N:18][C:19]2[C:24]([CH:25]=1)=[CH:23][CH:22]=[CH:21][C:20]=2[CH3:26])[C:8]1[N:13]=[CH:12][C:11](Br)=[CH:10][N:9]=1.CC(C)([O-])C.[Na+].C(P(C(C)(C)C)C1C=CC=CC=1C1C=CC=CC=1)(C)(C)C.[CH3:71][NH:72][CH2:73][CH2:74][C:75]([O:77][C:78]([CH3:81])([CH3:80])[CH3:79])=[O:76].